From a dataset of Catalyst prediction with 721,799 reactions and 888 catalyst types from USPTO. Predict which catalyst facilitates the given reaction. (1) Reactant: Cl.[S:2]1[CH:6]=[CH:5][CH:4]=[C:3]1[C:7](=[NH:9])[NH2:8].[Cl:10][C:11]([SH:14])(Cl)Cl.[OH-].[Na+]. Product: [Cl:10][C:11]1[S:14][N:8]=[C:7]([C:3]2[S:2][CH:6]=[CH:5][CH:4]=2)[N:9]=1. The catalyst class is: 46. (2) Reactant: [CH2:1]([O:3][C:4](=[O:15])[CH:5]=[C:6]1[CH2:11][CH2:10][CH:9]([C:12]([OH:14])=[O:13])[CH2:8][CH2:7]1)[CH3:2].C([O-])=O.[NH4+]. Product: [CH2:1]([O:3][C:4](=[O:15])[CH2:5][C@H:6]1[CH2:11][CH2:10][C@H:9]([C:12]([OH:14])=[O:13])[CH2:8][CH2:7]1)[CH3:2]. The catalyst class is: 29. (3) The catalyst class is: 6. Reactant: [Cl:1][C:2]1[CH:7]=[C:6]([Cl:8])[CH:5]=[CH:4][C:3]=1[OH:9].N1C=CN=C1.[Si:15](Cl)([C:18]([CH3:21])([CH3:20])[CH3:19])([CH3:17])[CH3:16]. Product: [C:18]([Si:15]([O:9][C:3]1[CH:4]=[CH:5][C:6]([Cl:8])=[CH:7][C:2]=1[Cl:1])([CH3:17])[CH3:16])([CH3:21])([CH3:20])[CH3:19]. (4) Reactant: C[O:2][C:3](=[O:47])[CH2:4][C@H:5]([OH:46])[CH2:6][C@@H:7]([OH:45])[CH:8]=[CH:9][C:10]1[N:11]([CH:42]([CH3:44])[CH3:43])[C:12]([C:29](=[O:41])[NH:30][C:31]2[CH:36]=[CH:35][C:34]([CH2:37][C:38](=[O:40])[NH2:39])=[CH:33][CH:32]=2)=[C:13]([C:22]2[CH:27]=[CH:26][C:25]([F:28])=[CH:24][CH:23]=2)[C:14]=1[C:15]1[CH:20]=[CH:19][C:18]([F:21])=[CH:17][CH:16]=1.C(O)C.O.[OH-].[Na+:53]. Product: [Na+:53].[C:38]([CH2:37][C:34]1[CH:35]=[CH:36][C:31]([NH:30][C:29]([C:12]2[N:11]([CH:42]([CH3:44])[CH3:43])[C:10]([CH:9]=[CH:8][C@@H:7]([OH:45])[CH2:6][C@@H:5]([OH:46])[CH2:4][C:3]([O-:47])=[O:2])=[C:14]([C:15]3[CH:16]=[CH:17][C:18]([F:21])=[CH:19][CH:20]=3)[C:13]=2[C:22]2[CH:27]=[CH:26][C:25]([F:28])=[CH:24][CH:23]=2)=[O:41])=[CH:32][CH:33]=1)(=[O:40])[NH2:39]. The catalyst class is: 100. (5) Reactant: [OH:1][C:2]1[C:9]([O:10][CH2:11][CH2:12][O:13][CH3:14])=[CH:8][C:5]([C:6]#[N:7])=[C:4]([N+:15]([O-:17])=[O:16])[CH:3]=1.Br[CH2:19][CH2:20][O:21][CH2:22][CH2:23][O:24][CH2:25][CH2:26][O:27][CH2:28][CH2:29]Br.[C:31]([O-:34])([O-])=O.[K+].[K+].[CH3:37][C:38](=O)[O:39][CH2:40][CH3:41].[OH2:43]. Product: [O:43]([CH2:19][CH2:20][O:21][CH2:22][CH2:23][O:24][C:25]1[C:26]([O:27][CH2:28][CH2:29][O:34][CH3:31])=[CH:8][C:5]([C:6]#[N:7])=[C:4]([N+:15]([O-:17])=[O:16])[CH:3]=1)[CH2:37][CH2:38][O:39][CH2:40][CH2:41][O:1][C:2]1[C:9]([O:10][CH2:11][CH2:12][O:13][CH3:14])=[CH:8][C:5]([C:6]#[N:7])=[C:4]([N+:15]([O-:17])=[O:16])[CH:3]=1. The catalyst class is: 3. (6) Reactant: Cl([O-])(=O)(=O)=O.[Na+].O[C:8]1[CH:16]=[CH:15][C:11]([C:12]([OH:14])=[O:13])=[CH:10][CH:9]=1.[OH-:17].[Na+].[I-:19].[Na+].S([O-])([O-])(=O)=S.[Na+].[Na+].Cl. Product: [I:19][C:8]1[CH:16]=[CH:15][C:11]([C:12]([OH:14])=[O:13])=[CH:10][C:9]=1[OH:17]. The catalyst class is: 5.